From a dataset of Reaction yield outcomes from USPTO patents with 853,638 reactions. Predict the reaction yield, written as a fraction of the theoretical maximum amount of product (1.0 means a 100% yield; for example, 0.34 means a 34% yield). (1) The reactants are [CH2:1]([O:8][C:9]1[CH:10]=[CH:11][C:12](Br)=[C:13]([CH:17]=1)[C:14]([OH:16])=[O:15])[C:2]1[CH:7]=[CH:6][CH:5]=[CH:4][CH:3]=1.[Li]CCCC.[Cl:24][C:25]1[CH:26]=[C:27]([CH:34]=[CH:35][CH:36]=1)[C:28](N(OC)C)=[O:29].Cl. The catalyst is C1COCC1.O. The product is [CH2:1]([O:8][C:9]1[CH:10]=[CH:11][C:12]([C:28](=[O:29])[C:27]2[CH:34]=[CH:35][CH:36]=[C:25]([Cl:24])[CH:26]=2)=[C:13]([CH:17]=1)[C:14]([OH:16])=[O:15])[C:2]1[CH:7]=[CH:6][CH:5]=[CH:4][CH:3]=1. The yield is 0.530. (2) The yield is 0.518. The catalyst is C(Cl)Cl. The product is [Si:9]([O:16][C@@H:17]([CH2:21][O:22][C@H:23]([CH3:27])[CH2:24][O:25][CH3:26])[C:18]([NH:35][C:32]1[CH:31]=[N:30][C:29]([CH3:28])=[CH:34][N:33]=1)=[O:20])([C:12]([CH3:13])([CH3:14])[CH3:15])([CH3:10])[CH3:11]. The reactants are ClC(N(C)C)=C(C)C.[Si:9]([O:16][C@@H:17]([CH2:21][O:22][C@H:23]([CH3:27])[CH2:24][O:25][CH3:26])[C:18]([OH:20])=O)([C:12]([CH3:15])([CH3:14])[CH3:13])([CH3:11])[CH3:10].[CH3:28][C:29]1[N:30]=[CH:31][C:32]([NH2:35])=[N:33][CH:34]=1. (3) The reactants are [CH2:1]([O:8][C:9]1[N:10]=[N:11][C:12]([CH:23]2[CH2:25][CH2:24]2)=[CH:13][C:14]=1[O:15][CH2:16][C:17]1[CH:22]=[CH:21][CH:20]=[CH:19][CH:18]=1)[C:2]1[CH:7]=[CH:6][CH:5]=[CH:4][CH:3]=1.[CH2:26](OC1N=NC(Cl)=CC=1OCC1C=CC=CC=1)C1C=CC=CC=1.C(OC1N=NC(C#CC(C)C)=CC=1OCC1C=CC=CC=1)C1C=CC=CC=1.CC1(C)C(C)(C)OB(C=C(C)C)O1.C(=O)([O-])[O-].[K+].[K+]. No catalyst specified. The product is [CH2:1]([O:8][C:9]1[N:10]=[N:11][C:12]([CH:23]=[C:24]([CH3:25])[CH3:26])=[CH:13][C:14]=1[O:15][CH2:16][C:17]1[CH:18]=[CH:19][CH:20]=[CH:21][CH:22]=1)[C:2]1[CH:7]=[CH:6][CH:5]=[CH:4][CH:3]=1. The yield is 0.580. (4) The reactants are [Cl:1][C:2]1[CH:3]=[C:4]([CH:9]([C:28]([F:31])([F:30])[F:29])/[CH:10]=[CH:11]/[C:12]2[CH:13]=[CH:14][C:15]([N:23]3[CH:27]=[N:26][CH:25]=[N:24]3)=[C:16]([CH:22]=2)[C:17]([O:19]CC)=[O:18])[CH:5]=[C:6]([Cl:8])[CH:7]=1. The catalyst is Cl. The product is [Cl:8][C:6]1[CH:5]=[C:4]([CH:9]([C:28]([F:29])([F:31])[F:30])/[CH:10]=[CH:11]/[C:12]2[CH:13]=[CH:14][C:15]([N:23]3[CH:27]=[N:26][CH:25]=[N:24]3)=[C:16]([CH:22]=2)[C:17]([OH:19])=[O:18])[CH:3]=[C:2]([Cl:1])[CH:7]=1. The yield is 0.600. (5) The reactants are [CH2:1]([O:8][C:9]1[CH:10]=[C:11]2[C:16](=[CH:17][C:18]=1[OH:19])[N:15]=[CH:14][NH:13][C:12]2=[O:20])[C:2]1[CH:7]=[CH:6][CH:5]=[CH:4][CH:3]=1.[C:21](OC(=O)C)(=[O:23])[CH3:22]. The catalyst is N1C=CC=CC=1. The product is [CH2:1]([O:8][C:9]1[CH:10]=[C:11]2[C:16](=[CH:17][C:18]=1[O:19][C:21]([CH3:22])=[O:23])[N:15]=[CH:14][NH:13][C:12]2=[O:20])[C:2]1[CH:3]=[CH:4][CH:5]=[CH:6][CH:7]=1. The yield is 0.680.